This data is from Full USPTO retrosynthesis dataset with 1.9M reactions from patents (1976-2016). The task is: Predict the reactants needed to synthesize the given product. (1) Given the product [Br:1][C:2]1[CH:3]=[C:4]([N+:18]([O-:20])=[O:19])[C:5]([C:29]2[CH:30]=[C:25]([S:22]([CH3:21])(=[O:23])=[O:24])[CH:26]=[CH:27][C:28]=2[O:40][CH3:41])=[N:6][CH:7]=1, predict the reactants needed to synthesize it. The reactants are: [Br:1][C:2]1[CH:3]=[C:4]([N+:18]([O-:20])=[O:19])[C:5](C2C=CC(C(OC)=O)=CC=2)=[N:6][CH:7]=1.[CH3:21][S:22]([C:25]1[CH:26]=[CH:27][C:28]([O:40][CH3:41])=[C:29](B2OC(C)(C)C(C)(C)O2)[CH:30]=1)(=[O:24])=[O:23]. (2) Given the product [CH3:18][C:19]1[C:20]2[CH:30]=[CH:29][C:28]([C:31]([F:34])([F:32])[F:33])=[CH:27][C:21]=2[S:22][C:23]=1[C:24]([N:1]1[CH2:2][CH:3]([CH:5]2[CH2:6][CH2:7][N:8]([C:11]([C:13]3[S:14][CH:15]=[CH:16][N:17]=3)=[O:12])[CH2:9][CH2:10]2)[CH2:4]1)=[O:25], predict the reactants needed to synthesize it. The reactants are: [NH:1]1[CH2:4][CH:3]([CH:5]2[CH2:10][CH2:9][N:8]([C:11]([C:13]3[S:14][CH:15]=[CH:16][N:17]=3)=[O:12])[CH2:7][CH2:6]2)[CH2:2]1.[CH3:18][C:19]1[C:20]2[CH:30]=[CH:29][C:28]([C:31]([F:34])([F:33])[F:32])=[CH:27][C:21]=2[S:22][C:23]=1[C:24]([O-])=[O:25].CCN(CC)CC.CN(C(ON1N=NC2C=CC=NC1=2)=[N+](C)C)C.F[P-](F)(F)(F)(F)F.